This data is from Catalyst prediction with 721,799 reactions and 888 catalyst types from USPTO. The task is: Predict which catalyst facilitates the given reaction. (1) Product: [CH3:1][O:2][C:3]1[CH:8]=[CH:7][C:6]([S:9]([NH:13][C:14]2[CH:15]=[C:16]([CH:26]=[CH:27][C:28]=2[O:29][CH3:30])[C:17]([NH:19][C:20]2[CH:25]=[CH:24][CH:23]=[CH:22][CH:21]=2)=[O:18])(=[O:11])=[O:10])=[CH:5][CH:4]=1. The catalyst class is: 17. Reactant: [CH3:1][O:2][C:3]1[CH:8]=[CH:7][C:6]([S:9](Cl)(=[O:11])=[O:10])=[CH:5][CH:4]=1.[NH2:13][C:14]1[CH:15]=[C:16]([CH:26]=[CH:27][C:28]=1[O:29][CH3:30])[C:17]([NH:19][C:20]1[CH:25]=[CH:24][CH:23]=[CH:22][CH:21]=1)=[O:18]. (2) Reactant: [CH:1]1([N:5]2[CH2:11][CH2:10][CH2:9][N:8]([C:12]([C@@H:14]3[CH2:18][C@H:17]([O:19][C:20]4[CH:25]=[CH:24][C:23]([F:26])=[CH:22][CH:21]=4)[CH2:16][NH:15]3)=[O:13])[CH2:7][CH2:6]2)[CH2:4][CH2:3][CH2:2]1.[CH2:27]=O.[Na]. Product: [CH3:27][N:15]1[CH2:16][C@@H:17]([O:19][C:20]2[CH:21]=[CH:22][C:23]([F:26])=[CH:24][CH:25]=2)[CH2:18][C@H:14]1[C:12]([N:8]1[CH2:9][CH2:10][CH2:11][N:5]([CH:1]2[CH2:2][CH2:3][CH2:4]2)[CH2:6][CH2:7]1)=[O:13]. The catalyst class is: 494. (3) Reactant: [C:1](=[O:6])([O:3][CH2:4][CH3:5])[NH2:2].B(F)(F)F.CCOCC.[CH3:16][C:17]([CH3:31])=[CH:18][CH2:19][N:20]1[C:28](=[O:29])[C:27]2[C:22](=[CH:23][CH:24]=[CH:25][CH:26]=2)[C:21]1=[O:30]. Product: [CH2:4]([O:3][C:1](=[O:6])[NH:2][C:17]([CH3:31])([CH3:16])[CH2:18][CH2:19][N:20]1[C:28](=[O:29])[C:27]2[C:22](=[CH:23][CH:24]=[CH:25][CH:26]=2)[C:21]1=[O:30])[CH3:5]. The catalyst class is: 11. (4) Reactant: FC(F)O[C:4]1[CH:9]=[CH:8][C:7]([CH:10]([C:12]2([C:18]3[CH:23]=[CH:22][CH:21]=[C:20]([C:24]([F:27])([F:26])[F:25])[CH:19]=3)SCCCS2)[OH:11])=[CH:6][C:5]=1[CH3:28].[F:30][C:31](F)([F:49])C(OC1C(OC(=O)C(F)(F)F)=C(I)C=CC=1)=O.CC[O:53]C(C)=O.CCCCCC.CCOC(C)=O.[OH2:69]. Product: [F:30][CH:31]([F:49])[O:69][C:21]1[CH:22]=[CH:23][C:18]([CH:12]([OH:53])[C:10]([C:7]2[CH:8]=[CH:9][CH:4]=[C:5]([CH3:28])[CH:6]=2)=[O:11])=[CH:19][C:20]=1[C:24]([F:27])([F:26])[F:25]. The catalyst class is: 10. (5) Reactant: Cl.Cl.[NH:3]1[CH2:8][CH2:7][CH:6]([N:9]2[C:17]3[C:12](=[N:13][CH:14]=[CH:15][CH:16]=3)[NH:11][C:10]2=[O:18])[CH2:5][CH2:4]1.Cl[C:20]1[CH:25]=[C:24]([C:26]([N:28]2[C:36]3[C:31](=[CH:32][C:33]([F:37])=[CH:34][CH:35]=3)[CH2:30][CH2:29]2)=[O:27])[CH:23]=[CH:22][N:21]=1.CCN(C(C)C)C(C)C.C(=O)([O-])[O-].[K+].[K+]. Product: [F:37][C:33]1[CH:32]=[C:31]2[C:36](=[CH:35][CH:34]=1)[N:28]([C:26]([C:24]1[CH:25]=[CH:20][N:21]=[C:22]([N:3]3[CH2:4][CH2:5][CH:6]([N:9]4[C:17]5[C:12](=[N:13][CH:14]=[CH:15][CH:16]=5)[NH:11][C:10]4=[O:18])[CH2:7][CH2:8]3)[CH:23]=1)=[O:27])[CH2:29][CH2:30]2. The catalyst class is: 264. (6) Reactant: C(=O)([O-])[O-].[K+].[K+].Br[CH2:8][CH3:9].[OH:10][C:11]1[CH:12]=[CH:13][C:14]([CH:17]=[O:18])=[N:15][CH:16]=1. Product: [CH2:8]([O:10][C:11]1[CH:12]=[CH:13][C:14]([CH:17]=[O:18])=[N:15][CH:16]=1)[CH3:9]. The catalyst class is: 18. (7) Reactant: [N+:1]([C:4]1[CH:9]=[CH:8][C:7]([S:10]([N:13]2[CH:17]=[CH:16][CH:15]=[C:14]2[C:18]([O:20]C)=[O:19])(=[O:12])=[O:11])=[CH:6][CH:5]=1)([O-:3])=[O:2].[I-].[Li+]. Product: [N+:1]([C:4]1[CH:9]=[CH:8][C:7]([S:10]([N:13]2[CH:17]=[CH:16][CH:15]=[C:14]2[C:18]([OH:20])=[O:19])(=[O:11])=[O:12])=[CH:6][CH:5]=1)([O-:3])=[O:2]. The catalyst class is: 17. (8) Reactant: [Cl:1][C:2]1[C:6]([Cl:7])=[C:5]([CH3:8])[NH:4][C:3]=1[C:9]([NH:11][CH:12]1[CH2:17][CH2:16][NH:15][CH2:14][CH2:13]1)=[O:10].[C:18]([N:20]=[C:21](SC)[S:22][CH3:23])#[N:19]. Product: [C:18]([N:20]=[C:21]([N:15]1[CH2:16][CH2:17][CH:12]([NH:11][C:9]([C:3]2[NH:4][C:5]([CH3:8])=[C:6]([Cl:7])[C:2]=2[Cl:1])=[O:10])[CH2:13][CH2:14]1)[S:22][CH3:23])#[N:19]. The catalyst class is: 68. (9) Reactant: [H-].[Na+].[CH3:3][O:4][C:5]([CH2:7]P(OC)(OC)=O)=[O:6].[Cl:14][C:15]1[CH:20]=[CH:19][C:18]([N:21]2[CH2:26][CH2:25][C:24](=O)[CH2:23][CH2:22]2)=[CH:17][C:16]=1[O:28][CH3:29]. Product: [Cl:14][C:15]1[CH:20]=[CH:19][C:18]([N:21]2[CH2:22][CH2:23][C:24](=[CH:7][C:5]([O:4][CH3:3])=[O:6])[CH2:25][CH2:26]2)=[CH:17][C:16]=1[O:28][CH3:29]. The catalyst class is: 1.